Dataset: Reaction yield outcomes from USPTO patents with 853,638 reactions. Task: Predict the reaction yield, written as a fraction of the theoretical maximum amount of product (1.0 means a 100% yield; for example, 0.34 means a 34% yield). (1) The reactants are [CH3:1][C:2]([C:4]1[CH:9]=[CH:8][C:7](Br)=[CH:6][CH:5]=1)=[O:3].[CH3:11][N:12]1[CH2:17][CH2:16][NH:15][CH2:14][CH2:13]1.C(=O)([O-])[O-].[K+].[K+]. The catalyst is [Cu].[Cu](I)I. The product is [CH3:11][N:12]1[CH2:17][CH2:16][N:15]([C:7]2[CH:8]=[CH:9][C:4]([C:2](=[O:3])[CH3:1])=[CH:5][CH:6]=2)[CH2:14][CH2:13]1. The yield is 0.820. (2) The reactants are [Br:1][C:2]1[CH:7]=[CH:6][C:5]([OH:8])=[C:4]([N+:9]([O-:11])=[O:10])[CH:3]=1.CCN(C(C)C)C(C)C.[CH3:21][O:22][CH2:23]Cl. The catalyst is C(Cl)Cl.O. The product is [Br:1][C:2]1[CH:7]=[CH:6][C:5]([O:8][CH2:21][O:22][CH3:23])=[C:4]([N+:9]([O-:11])=[O:10])[CH:3]=1. The yield is 0.920.